From a dataset of Experimentally validated miRNA-target interactions with 360,000+ pairs, plus equal number of negative samples. Binary Classification. Given a miRNA mature sequence and a target amino acid sequence, predict their likelihood of interaction. The miRNA is mmu-miR-15a-5p with sequence UAGCAGCACAUAAUGGUUUGUG. The protein sequence of the target gene is MAASGITSLPALPEDGGAAFPPGHFKDPKRLYCKNGGFFLRIHPDGRVDGVREKSDPHVKLQLQAEERGVVSIKGVCANRYLAMKEDGRLLASKCVTEECFFFERLESNNYNTYRSRKYSSWYVALKRTGQYKLGSKTGPGQKAILFLPMSAKS. Result: 1 (interaction).